Dataset: Peptide-MHC class I binding affinity with 185,985 pairs from IEDB/IMGT. Task: Regression. Given a peptide amino acid sequence and an MHC pseudo amino acid sequence, predict their binding affinity value. This is MHC class I binding data. (1) The peptide sequence is TVIPFYFVW. The MHC is HLA-B15:17 with pseudo-sequence HLA-B15:17. The binding affinity (normalized) is 0.821. (2) The peptide sequence is ATDALMTGY. The MHC is HLA-B40:02 with pseudo-sequence HLA-B40:02. The binding affinity (normalized) is 0. (3) The peptide sequence is KAIIDTAQF. The MHC is HLA-A29:02 with pseudo-sequence HLA-A29:02. The binding affinity (normalized) is 0.0847. (4) The peptide sequence is NIRQAGVQYSR. The MHC is HLA-A02:03 with pseudo-sequence HLA-A02:03. The binding affinity (normalized) is 0. (5) The peptide sequence is GLLQFIVFL. The MHC is HLA-A02:01 with pseudo-sequence HLA-A02:01. The binding affinity (normalized) is 1.00. (6) The peptide sequence is ECYGYYWL. The MHC is HLA-A02:01 with pseudo-sequence HLA-A02:01. The binding affinity (normalized) is 0.0801.